This data is from Reaction yield outcomes from USPTO patents with 853,638 reactions. The task is: Predict the reaction yield, written as a fraction of the theoretical maximum amount of product (1.0 means a 100% yield; for example, 0.34 means a 34% yield). (1) The reactants are [CH3:1][N:2]1[C:10]([CH3:11])=[C:9]2[C:4]([CH:5]=[C:6]([NH:12][C:13]3[N:18]=[C:17]([NH:19][CH:20]4[CH2:30][CH2:29][C:23]5([CH2:28][CH2:27][NH:26][CH2:25][CH2:24]5)[CH2:22][CH2:21]4)[C:16]([CH3:31])=[CH:15][N:14]=3)[CH:7]=[CH:8]2)=[N:3]1.C1C=NC2N(O)N=NC=2C=1.CCN=C=NCCCN(C)C.C(N(CC)CC)C.[C:60](O)(=[O:62])[CH3:61]. The catalyst is C(Cl)Cl.CN(C=O)C. The product is [CH3:1][N:2]1[C:10]([CH3:11])=[C:9]2[C:4]([CH:5]=[C:6]([NH:12][C:13]3[N:18]=[C:17]([NH:19][CH:20]4[CH2:30][CH2:29][C:23]5([CH2:28][CH2:27][N:26]([C:60](=[O:62])[CH3:61])[CH2:25][CH2:24]5)[CH2:22][CH2:21]4)[C:16]([CH3:31])=[CH:15][N:14]=3)[CH:7]=[CH:8]2)=[N:3]1. The yield is 0.216. (2) The reactants are [O:1]([C:8]1[CH:13]=[CH:12][C:11]([C:14]2[C:18]3[C:19]([NH2:23])=[N:20][CH:21]=[CH:22][C:17]=3[S:16][CH:15]=2)=[CH:10][CH:9]=1)[C:2]1[CH:7]=[CH:6][CH:5]=[CH:4][CH:3]=1.C1C(=O)N([I:31])C(=O)C1.O. The catalyst is COCCOC. The product is [I:31][C:22]1[C:17]2[S:16][CH:15]=[C:14]([C:11]3[CH:10]=[CH:9][C:8]([O:1][C:2]4[CH:3]=[CH:4][CH:5]=[CH:6][CH:7]=4)=[CH:13][CH:12]=3)[C:18]=2[C:19]([NH2:23])=[N:20][CH:21]=1. The yield is 0.700.